From a dataset of Catalyst prediction with 721,799 reactions and 888 catalyst types from USPTO. Predict which catalyst facilitates the given reaction. (1) Reactant: FC(F)(F)C([NH:5][C:6]1[CH:11]=[C:10]([CH3:12])[C:9]([CH:13]=[O:14])=[C:8]([CH3:15])[CH:7]=1)=O.O. Product: [NH2:5][C:6]1[CH:7]=[C:8]([CH3:15])[C:9]([CH:13]=[O:14])=[C:10]([CH3:12])[CH:11]=1. The catalyst class is: 273. (2) Reactant: COC(=O)[C@@H]([O:6][C:7](=[O:26])[CH2:8][N:9]1[C:14]2[CH:15]=[CH:16][CH:17]=[C:18]([CH:19]([CH3:21])[CH3:20])[C:13]=2[O:12][C@@H:11]([CH:22]([CH3:24])[CH3:23])[C:10]1=[S:25])C.[OH-].[Na+].O.Cl. Product: [CH:22]([C@H:11]1[C:10](=[S:25])[N:9]([CH2:8][C:7]([OH:26])=[O:6])[C:14]2[CH:15]=[CH:16][CH:17]=[C:18]([CH:19]([CH3:21])[CH3:20])[C:13]=2[O:12]1)([CH3:24])[CH3:23]. The catalyst class is: 71.